The task is: Regression. Given a peptide amino acid sequence and an MHC pseudo amino acid sequence, predict their binding affinity value. This is MHC class I binding data.. This data is from Peptide-MHC class I binding affinity with 185,985 pairs from IEDB/IMGT. (1) The MHC is HLA-C05:01 with pseudo-sequence HLA-C05:01. The peptide sequence is YPDRLRLSV. The binding affinity (normalized) is 0.0847. (2) The peptide sequence is QASQDVKNW. The MHC is HLA-A02:01 with pseudo-sequence HLA-A02:01. The binding affinity (normalized) is 0. (3) The peptide sequence is ARGETYGR. The MHC is Mamu-B08 with pseudo-sequence Mamu-B08. The binding affinity (normalized) is 0.